Dataset: Catalyst prediction with 721,799 reactions and 888 catalyst types from USPTO. Task: Predict which catalyst facilitates the given reaction. (1) Reactant: [NH2:1][C:2]1[CH:7]=[C:6]([CH2:8][CH3:9])[N:5]=[C:4]([CH2:10][CH3:11])[C:3]=1[CH:12]=O.C1([PH2]([C:27]2[CH:32]=CC=CC=2)C2C=CC=CC=2)C=CC=CC=1.C[O-:34].[Na+]. Product: [CH2:10]([C:4]1[N:5]=[C:6]([CH2:8][CH3:9])[CH:7]=[C:2]2[C:3]=1[CH:12]=[CH:27][C:32](=[O:34])[NH:1]2)[CH3:11]. The catalyst class is: 224. (2) Reactant: Br.Br[C:3]1[S:7][C:6]([NH2:8])=[N:5][CH:4]=1.[NH:9]1[CH2:14][CH2:13][O:12][CH2:11][CH2:10]1.C([O-])([O-])=O.[Cs+].[Cs+].O. Product: [O:12]1[CH2:13][CH2:14][N:9]([C:3]2[S:7][C:6]([NH2:8])=[N:5][CH:4]=2)[CH2:10][CH2:11]1. The catalyst class is: 23.